This data is from Forward reaction prediction with 1.9M reactions from USPTO patents (1976-2016). The task is: Predict the product of the given reaction. (1) Given the reactants [NH:1]1[CH2:6][CH2:5][O:4][CH2:3][CH2:2]1.C(O)(=O)C.[F:11][C:12]1[CH:17]=[CH:16][C:15]([CH2:18][O:19][C:20]2[CH:34]=[CH:33][C:32]([CH:35]=O)=[CH:31][C:21]=2[C:22]([NH:24][C:25]2[CH:26]=[N:27][CH:28]=[CH:29][CH:30]=2)=[O:23])=[CH:14][CH:13]=1.C(O[BH-](OC(=O)C)OC(=O)C)(=O)C.[Na+].C(=O)([O-])O.[Na+], predict the reaction product. The product is: [F:11][C:12]1[CH:17]=[CH:16][C:15]([CH2:18][O:19][C:20]2[CH:34]=[CH:33][C:32]([CH2:35][N:1]3[CH2:6][CH2:5][O:4][CH2:3][CH2:2]3)=[CH:31][C:21]=2[C:22]([NH:24][C:25]2[CH:26]=[N:27][CH:28]=[CH:29][CH:30]=2)=[O:23])=[CH:14][CH:13]=1. (2) The product is: [CH:1]1([N:7]2[C:11]([CH:12]3[CH2:13][CH2:14][O:15][CH2:16][CH2:17]3)=[C:10]([C:18]3[O:19][N:26]=[C:25]([C:27]4[CH:32]=[CH:31][C:30]([CH2:33][OH:34])=[CH:29][CH:28]=4)[N:24]=3)[CH:9]=[N:8]2)[CH2:6][CH2:5][CH2:4][CH2:3][CH2:2]1. Given the reactants [CH:1]1([N:7]2[C:11]([CH:12]3[CH2:17][CH2:16][O:15][CH2:14][CH2:13]3)=[C:10]([C:18](OCC)=[O:19])[CH:9]=[N:8]2)[CH2:6][CH2:5][CH2:4][CH2:3][CH2:2]1.O[N:24]=[C:25]([C:27]1[CH:32]=[CH:31][C:30]([CH2:33][OH:34])=[CH:29][CH:28]=1)[NH2:26], predict the reaction product. (3) Given the reactants [CH2:1]([N:8]1[C:12]2=[N:13][C:14]3[C:19](C(N)=[C:11]2[CH2:10][CH2:9]1)=[CH:18][C:17]([Br:22])=[CH:16][CH:15]=3)[C:2]1[CH:7]=[CH:6][CH:5]=[CH:4][CH:3]=1.C(N(C(C)C)CC)(C)C.CI.[CH3:34][N:35]([CH3:38])[CH:36]=O, predict the reaction product. The product is: [CH3:34][N:35]([C:36]1[C:19]2[C:14](=[CH:15][CH:16]=[C:17]([Br:22])[CH:18]=2)[N:13]=[C:12]2[N:8]([CH2:1][C:2]3[CH:7]=[CH:6][CH:5]=[CH:4][CH:3]=3)[CH2:9][CH2:10][C:11]=12)[CH3:38]. (4) Given the reactants [CH3:1][N:2]([CH3:19])[CH2:3][CH2:4][NH:5][C:6]1[N:11]=[C:10]([O:12][CH3:13])[C:9]([N+:14]([O-])=O)=[C:8]([O:17][CH3:18])[N:7]=1, predict the reaction product. The product is: [CH3:19][N:2]([CH3:1])[CH2:3][CH2:4][NH:5][C:6]1[N:7]=[C:8]([O:17][CH3:18])[C:9]([NH2:14])=[C:10]([O:12][CH3:13])[N:11]=1. (5) Given the reactants [CH:1]1([CH2:6][CH:7]([N:11]2[C:16](=[O:17])[CH:15]=[C:14]([O:18][C:19]3[CH:24]=[CH:23][CH:22]=[CH:21][C:20]=3[C:25]([F:28])([F:27])[F:26])[CH:13]=[N:12]2)[C:8](O)=[O:9])[CH2:5][CH2:4][CH2:3][CH2:2]1.[CH3:29][N:30]1[C:34]([C:35]([F:38])([F:37])[F:36])=[CH:33][C:32]([NH2:39])=[N:31]1, predict the reaction product. The product is: [CH:1]1([CH2:6][CH:7]([N:11]2[C:16](=[O:17])[CH:15]=[C:14]([O:18][C:19]3[CH:24]=[CH:23][CH:22]=[CH:21][C:20]=3[C:25]([F:27])([F:28])[F:26])[CH:13]=[N:12]2)[C:8]([NH:39][C:32]2[CH:33]=[C:34]([C:35]([F:36])([F:37])[F:38])[N:30]([CH3:29])[N:31]=2)=[O:9])[CH2:2][CH2:3][CH2:4][CH2:5]1. (6) The product is: [F:3][C:4]1[CH:5]=[C:6]([CH:32]=[CH:33][C:34]=1[CH3:35])[CH2:7][C@@H:8]1[CH2:12][CH2:11][CH2:10][N:9]1[CH2:13][C@@H:14]([OH:31])[CH2:15][O:16][C@@H:17]([C:19]1[CH:24]=[CH:23][CH:22]=[CH:21][C:20]=1/[CH:25]=[CH:26]/[C:27]([OH:29])=[O:28])[CH3:18]. Given the reactants [OH-].[Na+].[F:3][C:4]1[CH:5]=[C:6]([CH:32]=[CH:33][C:34]=1[CH3:35])[CH2:7][C@@H:8]1[CH2:12][CH2:11][CH2:10][N:9]1[CH2:13][C@@H:14]([OH:31])[CH2:15][O:16][C@@H:17]([C:19]1[CH:24]=[CH:23][CH:22]=[CH:21][C:20]=1/[CH:25]=[CH:26]/[C:27]([O:29]C)=[O:28])[CH3:18].O1CCCC1, predict the reaction product. (7) Given the reactants [C:1]([NH:5][S:6]([C:9]1[CH:14]=[CH:13][CH:12]=[C:11]([C:15]2[N:23]3[C:18]([CH:19]=[N:20][C:21](O)=[N:22]3)=[CH:17][CH:16]=2)[CH:10]=1)(=[O:8])=[O:7])([CH3:4])([CH3:3])[CH3:2].[NH2:25][C:26]1[CH:27]=[CH:28][C:29]2[N:33]=[C:32]([CH2:34][OH:35])[NH:31][C:30]=2[CH:36]=1.C1(N)C(F)=C(F)C(F)=C(N)C=1F.Cl.Cl, predict the reaction product. The product is: [C:1]([NH:5][S:6]([C:9]1[CH:14]=[CH:13][CH:12]=[C:11]([C:15]2[N:23]3[C:18]([CH:19]=[N:20][C:21]([NH:25][C:26]4[CH:27]=[CH:28][C:29]5[N:33]=[C:32]([CH2:34][OH:35])[NH:31][C:30]=5[CH:36]=4)=[N:22]3)=[CH:17][CH:16]=2)[CH:10]=1)(=[O:8])=[O:7])([CH3:4])([CH3:2])[CH3:3].